Dataset: Full USPTO retrosynthesis dataset with 1.9M reactions from patents (1976-2016). Task: Predict the reactants needed to synthesize the given product. (1) Given the product [Cl:1][C:2]1[CH:7]=[CH:6][C:5]([N:8]2[C:14](=[O:15])[CH:13]([CH2:35][C:36]([O:38][C:39]([CH3:42])([CH3:41])[CH3:40])=[O:37])[C:12]3=[N:16][N:17]=[C:18]([CH3:19])[N:11]3[C:10]3[CH:20]=[CH:21][CH:22]=[CH:23][C:9]2=3)=[CH:4][CH:3]=1, predict the reactants needed to synthesize it. The reactants are: [Cl:1][C:2]1[CH:7]=[CH:6][C:5]([N:8]2[C:14](=[O:15])[CH2:13][C:12]3=[N:16][N:17]=[C:18]([CH3:19])[N:11]3[C:10]3[CH:20]=[CH:21][CH:22]=[CH:23][C:9]2=3)=[CH:4][CH:3]=1.[Li+].C[Si]([N-][Si](C)(C)C)(C)C.Br[CH2:35][C:36]([O:38][C:39]([CH3:42])([CH3:41])[CH3:40])=[O:37].[NH4+].[Cl-]. (2) Given the product [CH3:27][O:26][C:3]1[CH:4]=[C:5]2[C:10](=[CH:11][C:2]=1[O:1][CH2:34][CH:36]1[CH2:37][O:38]1)[N:9]=[CH:8][CH:7]=[C:6]2[O:12][C:13]1[C:14]([C:23](=[O:25])[CH3:24])=[N:15][C:16]2[C:21]([CH:22]=1)=[CH:20][CH:19]=[CH:18][CH:17]=2, predict the reactants needed to synthesize it. The reactants are: [OH:1][C:2]1[CH:11]=[C:10]2[C:5]([C:6]([O:12][C:13]3[C:14]([C:23](=[O:25])[CH3:24])=[N:15][C:16]4[C:21]([CH:22]=3)=[CH:20][CH:19]=[CH:18][CH:17]=4)=[CH:7][CH:8]=[N:9]2)=[CH:4][C:3]=1[O:26][CH3:27].C(=O)([O-])[O-].[K+].[K+].[CH2:34]([CH:36]1[O:38][CH2:37]1)Br.O. (3) The reactants are: [N:1]1[C:2]([CH2:10][N:11]([CH:24]2[C:33]3[N:32]=[CH:31][CH:30]=[CH:29][C:28]=3[CH2:27][CH2:26][CH2:25]2)[CH2:12][CH2:13][CH2:14][CH2:15][NH:16]C(=O)OC(C)(C)C)=[CH:3][N:4]2[CH:9]=[CH:8][CH:7]=[CH:6][C:5]=12.[Br:34]N1C(=O)CCC1=O.FC(F)(F)C(O)=O. Given the product [Br:34][C:3]1[N:4]2[CH:9]=[CH:8][CH:7]=[CH:6][C:5]2=[N:1][C:2]=1[CH2:10][N:11]([CH:24]1[C:33]2[N:32]=[CH:31][CH:30]=[CH:29][C:28]=2[CH2:27][CH2:26][CH2:25]1)[CH2:12][CH2:13][CH2:14][CH2:15][NH2:16], predict the reactants needed to synthesize it.